Dataset: Full USPTO retrosynthesis dataset with 1.9M reactions from patents (1976-2016). Task: Predict the reactants needed to synthesize the given product. (1) Given the product [CH2:12]([O:14][C:15]([C:17]1[C:18](=[O:35])[C:19]2[CH:24]=[N:23][C:22]([S:37]([CH3:1])(=[O:39])=[O:36])=[N:21][C:20]=2[N:27]([CH:29]2[CH2:30][CH2:31][CH2:32][CH2:33][CH2:34]2)[CH:28]=1)=[O:16])[CH3:13], predict the reactants needed to synthesize it. The reactants are: [CH:1]1C=C(Cl)C=C(C(OO)=O)C=1.[CH2:12]([O:14][C:15]([C:17]1[C:18](=[O:35])[C:19]2[CH:24]=[N:23][C:22](SC)=[N:21][C:20]=2[N:27]([CH:29]2[CH2:34][CH2:33][CH2:32][CH2:31][CH2:30]2)[CH:28]=1)=[O:16])[CH3:13].[O-:36][S:37]([O-:39])=O.[Na+].[Na+]. (2) Given the product [Cl:23][C:20]1[CH:19]=[CH:18][C:17]([CH:15]2[CH2:16][CH:12]([S:32][C:28]3[CH:29]=[CH:30][CH:31]=[C:26]([C:25]([F:24])([F:33])[F:34])[CH:27]=3)[CH2:13][O:14]2)=[CH:22][CH:21]=1, predict the reactants needed to synthesize it. The reactants are: C([O-])([O-])=O.[K+].[K+].CS(O[CH:12]1[CH2:16][CH:15]([C:17]2[CH:22]=[CH:21][C:20]([Cl:23])=[CH:19][CH:18]=2)[O:14][CH2:13]1)(=O)=O.[F:24][C:25]([F:34])([F:33])[C:26]1[CH:27]=[C:28]([SH:32])[CH:29]=[CH:30][CH:31]=1. (3) Given the product [F:1][C:2]1[CH:3]=[C:4]([CH:9]=[CH:10][C:11]=1[CH2:12][C:13]([C:15]1[CH:20]=[CH:19][C:18]([OH:21])=[CH:17][C:16]=1[F:22])=[O:14])[C:5]([OH:7])=[O:6], predict the reactants needed to synthesize it. The reactants are: [F:1][C:2]1[CH:3]=[C:4]([CH:9]=[CH:10][C:11]=1[CH2:12][C:13]([C:15]1[CH:20]=[CH:19][C:18]([OH:21])=[CH:17][C:16]=1[F:22])=[O:14])[C:5]([O:7]C)=[O:6].[OH-].[Na+]. (4) Given the product [CH3:22][C:19]1[CH:20]=[CH:21][C:16]([C:5]2[N:4]3[N:23]=[CH:24][N:25]=[C:3]3[C:2]([CH:30]=[CH2:31])=[CH:7][C:6]=2[C:8]2[CH:15]=[CH:14][C:11]([C:12]#[N:13])=[CH:10][CH:9]=2)=[CH:17][CH:18]=1, predict the reactants needed to synthesize it. The reactants are: Br[C:2]1[C:3]2[N:4]([N:23]=[CH:24][N:25]=2)[C:5]([C:16]2[CH:21]=[CH:20][C:19]([CH3:22])=[CH:18][CH:17]=2)=[C:6]([C:8]2[CH:15]=[CH:14][C:11]([C:12]#[N:13])=[CH:10][CH:9]=2)[CH:7]=1.C[N+]12CC(=O)O[B-]1(C=C)O[C:30](=O)[CH2:31]2.ClCCl.C(=O)([O-])[O-].[K+].[K+]. (5) Given the product [CH3:14][O:15][C:16]1[CH:24]=[CH:23][C:19]([C:20]2[O:1][N:2]=[C:3]([C:5]3[C:10]([N+:11]([O-:13])=[O:12])=[CH:9][CH:8]=[CH:7][N:6]=3)[N:4]=2)=[C:18]([OH:25])[CH:17]=1, predict the reactants needed to synthesize it. The reactants are: [OH:1][NH:2][C:3]([C:5]1[C:10]([N+:11]([O-:13])=[O:12])=[CH:9][CH:8]=[CH:7][N:6]=1)=[NH:4].[CH3:14][O:15][C:16]1[CH:17]=[C:18]([OH:25])[C:19](=[CH:23][CH:24]=1)[C:20](O)=O.